Predict the reactants needed to synthesize the given product. From a dataset of Full USPTO retrosynthesis dataset with 1.9M reactions from patents (1976-2016). (1) Given the product [CH2:1]([NH:3][C:4](=[O:5])[O:6][CH2:7][CH:8]([C:18]1[CH:23]=[CH:22][CH:21]=[C:20]([C:24]([F:25])([F:26])[F:27])[CH:19]=1)[CH2:9][NH:10][C:11]([O:12][C:13]([CH3:15])([CH3:14])[CH3:16])=[O:17])[CH3:2], predict the reactants needed to synthesize it. The reactants are: [CH2:1]([N:3]=[C:4]=[O:5])[CH3:2].[OH:6][CH2:7][CH:8]([C:18]1[CH:23]=[CH:22][CH:21]=[C:20]([C:24]([F:27])([F:26])[F:25])[CH:19]=1)[CH2:9][NH:10][C:11](=[O:17])[O:12][C:13]([CH3:16])([CH3:15])[CH3:14].N. (2) The reactants are: [CH3:1][O:2][C:3](=[O:12])[CH2:4][C:5]1[CH:10]=[CH:9][C:8]([OH:11])=[CH:7][CH:6]=1.C(=O)([O-])[O-].[K+].[K+].[CH2:19](Br)[C:20]1[CH:25]=[CH:24][CH:23]=[CH:22][CH:21]=1.O. Given the product [CH3:1][O:2][C:3](=[O:12])[CH2:4][C:5]1[CH:10]=[CH:9][C:8]([O:11][CH2:19][C:20]2[CH:25]=[CH:24][CH:23]=[CH:22][CH:21]=2)=[CH:7][CH:6]=1, predict the reactants needed to synthesize it.